From a dataset of Reaction yield outcomes from USPTO patents with 853,638 reactions. Predict the reaction yield, written as a fraction of the theoretical maximum amount of product (1.0 means a 100% yield; for example, 0.34 means a 34% yield). (1) The reactants are C[N+]1([O-])CCOCC1.[Cl:9][C:10]1[CH:20]=[CH:19][C:13]([CH2:14][NH:15][C:16](=[O:18])[CH3:17])=[CH:12][C:11]=1[CH2:21][OH:22]. The catalyst is CC#N.[Ru]([O-])(=O)(=O)=O.C([N+](CCC)(CCC)CCC)CC. The product is [Cl:9][C:10]1[CH:20]=[CH:19][C:13]([CH2:14][NH:15][C:16](=[O:18])[CH3:17])=[CH:12][C:11]=1[CH:21]=[O:22]. The yield is 0.660. (2) The reactants are Cl.[NH2:2][CH:3]([C:11]1[CH:16]=[CH:15][CH:14]=[CH:13][CH:12]=1)[C:4]1[CH:5]=[C:6]([OH:10])[CH:7]=[CH:8][CH:9]=1.C(N(C(C)C)CC)(C)C.[C:26](O[C:26]([O:28][C:29]([CH3:32])([CH3:31])[CH3:30])=[O:27])([O:28][C:29]([CH3:32])([CH3:31])[CH3:30])=[O:27].C(=O)([O-])[O-].[K+].[K+]. The catalyst is ClCCl.CO. The product is [OH:10][C:6]1[CH:5]=[C:4]([CH:3]([NH:2][C:26](=[O:27])[O:28][C:29]([CH3:32])([CH3:31])[CH3:30])[C:11]2[CH:16]=[CH:15][CH:14]=[CH:13][CH:12]=2)[CH:9]=[CH:8][CH:7]=1. The yield is 0.920. (3) The reactants are [Cl:1][C:2]1[CH:10]=[CH:9][C:5]([C:6](O)=[O:7])=[CH:4][N:3]=1.O=S(Cl)[Cl:13]. No catalyst specified. The product is [ClH:1].[Cl:1][C:2]1[CH:10]=[CH:9][C:5]([C:6]([Cl:13])=[O:7])=[CH:4][N:3]=1. The yield is 0.930. (4) The reactants are [NH2:1][C@H:2]1[CH2:7][CH2:6][C@H:5]([C:8]([OH:10])=[O:9])[CH2:4][CH2:3]1.[CH:11]1[CH:16]=[CH:15][C:14]([CH2:17]Br)=[CH:13][CH:12]=1. The catalyst is CC#N. The product is [CH2:17]([N:1]([C@H:2]1[CH2:7][CH2:6][C@H:5]([C:8]([O:10][CH2:8][C:5]2[CH:6]=[CH:7][CH:2]=[CH:3][CH:4]=2)=[O:9])[CH2:4][CH2:3]1)[CH2:17][C:14]1[CH:15]=[CH:16][CH:11]=[CH:12][CH:13]=1)[C:14]1[CH:15]=[CH:16][CH:11]=[CH:12][CH:13]=1. The yield is 0.990. (5) The product is [O:16]1[CH:17]=[CH:18][CH:19]=[C:15]1[C:10]1[N:11]=[C:12]([NH:14][C:23]([CH:20]2[CH2:22][CH2:21]2)=[O:24])[S:13][C:9]=1[C:7]([CH:4]1[CH2:5][CH2:6][O:1][CH2:2][CH2:3]1)=[O:8]. The catalyst is CN(C1C=CN=CC=1)C.N1C=CC=CC=1. The yield is 0.650. The reactants are [O:1]1[CH2:6][CH2:5][CH:4]([C:7]([C:9]2[S:13][C:12]([NH2:14])=[N:11][C:10]=2[C:15]2[O:16][CH:17]=[CH:18][CH:19]=2)=[O:8])[CH2:3][CH2:2]1.[CH:20]1([C:23](Cl)=[O:24])[CH2:22][CH2:21]1.O. (6) The reactants are [C:1]([O:5][C:6](=[O:27])[C:7]([NH:10][C:11]1[CH:16]=[CH:15][CH:14]=[C:13]([CH2:17][CH2:18][NH:19][CH2:20][CH2:21][CH2:22][CH2:23][CH2:24][CH2:25][CH3:26])[CH:12]=1)([CH3:9])[CH3:8])([CH3:4])([CH3:3])[CH3:2].[F:28][C:29]1[CH:34]=[C:33]([F:35])[CH:32]=[CH:31][C:30]=1[N:36]=[C:37]=[O:38].C(N(CC)C(C)C)(C)C. The catalyst is C(Cl)Cl. The product is [C:1]([O:5][C:6](=[O:27])[C:7]([NH:10][C:11]1[CH:16]=[CH:15][CH:14]=[C:13]([CH2:17][CH2:18][N:19]([CH2:20][CH2:21][CH2:22][CH2:23][CH2:24][CH2:25][CH3:26])[C:37]([NH:36][C:30]2[CH:31]=[CH:32][C:33]([F:35])=[CH:34][C:29]=2[F:28])=[O:38])[CH:12]=1)([CH3:9])[CH3:8])([CH3:4])([CH3:3])[CH3:2]. The yield is 0.830. (7) The reactants are [CH3:1][S:2]([NH2:5])(=[O:4])=[O:3].C[Al](C)C.[C:10]([O:14][C:15](=[O:36])[NH:16][C:17]([CH3:35])([CH3:34])[CH2:18][C:19]1[C:27]2[C:22](=[C:23]([C:28]([O:30][CH2:31]OC)=[O:29])[CH:24]=[CH:25][CH:26]=2)[NH:21][CH:20]=1)([CH3:13])([CH3:12])[CH3:11]. The catalyst is ClCCl. The product is [C:10]([O:14][C:15](=[O:36])[NH:16][C:17]([CH3:35])([CH3:34])[CH2:18][C:19]1[C:27]2[C:22](=[C:23]([C:28]([O:30][CH2:31][NH:5][S:2]([CH3:1])(=[O:4])=[O:3])=[O:29])[CH:24]=[CH:25][CH:26]=2)[NH:21][CH:20]=1)([CH3:12])([CH3:13])[CH3:11]. The yield is 0.900.